Dataset: Forward reaction prediction with 1.9M reactions from USPTO patents (1976-2016). Task: Predict the product of the given reaction. (1) Given the reactants C(OC1C(OC)=CC=C(I)C=1O)C1C=CC=CC=1.C(N1C=C(C#C)C=N1)C1C=CC=CC=1.COC1C=C(I)C=C(OC)C=1OC.[CH2:46]([N:53]1[CH:57]=[C:56]([C:58]2[O:59][C:60]3[C:80]([O:81]CC4C=CC=CC=4)=[C:79]([O:89][CH3:90])[CH:78]=[CH:77][C:61]=3[C:62]=2[C:63]([C:65]2[CH:70]=[C:69]([O:71][CH3:72])[C:68]([O:73][CH3:74])=[C:67]([O:75][CH3:76])[CH:66]=2)=[O:64])[CH:55]=[N:54]1)[C:47]1[CH:52]=[CH:51][CH:50]=[CH:49][CH:48]=1, predict the reaction product. The product is: [CH2:46]([N:53]1[CH:57]=[C:56]([C:58]2[O:59][C:60]3[C:80]([OH:81])=[C:79]([O:89][CH3:90])[CH:78]=[CH:77][C:61]=3[C:62]=2[C:63]([C:65]2[CH:66]=[C:67]([O:75][CH3:76])[C:68]([O:73][CH3:74])=[C:69]([O:71][CH3:72])[CH:70]=2)=[O:64])[CH:55]=[N:54]1)[C:47]1[CH:52]=[CH:51][CH:50]=[CH:49][CH:48]=1. (2) Given the reactants [NH2:1][C:2]1[N:3]=[N:4][C:5](Cl)=[CH:6][CH:7]=1.[CH3:9][O:10][C:11]1[CH:16]=[CH:15][C:14](B(O)O)=[CH:13][CH:12]=1.C(=O)([O-])[O-].[Na+].[Na+], predict the reaction product. The product is: [CH3:9][O:10][C:11]1[CH:16]=[CH:15][C:14]([C:5]2[N:4]=[N:3][C:2]([NH2:1])=[CH:7][CH:6]=2)=[CH:13][CH:12]=1.